Regression. Given two drug SMILES strings and cell line genomic features, predict the synergy score measuring deviation from expected non-interaction effect. From a dataset of NCI-60 drug combinations with 297,098 pairs across 59 cell lines. (1) Drug 1: C1=C(C(=O)NC(=O)N1)N(CCCl)CCCl. Drug 2: C(CN)CNCCSP(=O)(O)O. Cell line: TK-10. Synergy scores: CSS=8.56, Synergy_ZIP=-4.75, Synergy_Bliss=-1.61, Synergy_Loewe=-6.42, Synergy_HSA=-1.32. (2) Drug 1: C1=CC(=C2C(=C1NCCNCCO)C(=O)C3=C(C=CC(=C3C2=O)O)O)NCCNCCO. Drug 2: CC1=C2C(C(=O)C3(C(CC4C(C3C(C(C2(C)C)(CC1OC(=O)C(C(C5=CC=CC=C5)NC(=O)OC(C)(C)C)O)O)OC(=O)C6=CC=CC=C6)(CO4)OC(=O)C)O)C)O. Cell line: NCIH23. Synergy scores: CSS=52.8, Synergy_ZIP=-6.78, Synergy_Bliss=-4.87, Synergy_Loewe=-3.30, Synergy_HSA=-0.916. (3) Drug 1: CC12CCC3C(C1CCC2=O)CC(=C)C4=CC(=O)C=CC34C. Drug 2: CCN(CC)CCCC(C)NC1=C2C=C(C=CC2=NC3=C1C=CC(=C3)Cl)OC. Cell line: SF-539. Synergy scores: CSS=56.1, Synergy_ZIP=1.68, Synergy_Bliss=0.849, Synergy_Loewe=-3.72, Synergy_HSA=1.09. (4) Drug 1: CCC1(CC2CC(C3=C(CCN(C2)C1)C4=CC=CC=C4N3)(C5=C(C=C6C(=C5)C78CCN9C7C(C=CC9)(C(C(C8N6C=O)(C(=O)OC)O)OC(=O)C)CC)OC)C(=O)OC)O.OS(=O)(=O)O. Drug 2: CCC1(CC2CC(C3=C(CCN(C2)C1)C4=CC=CC=C4N3)(C5=C(C=C6C(=C5)C78CCN9C7C(C=CC9)(C(C(C8N6C)(C(=O)OC)O)OC(=O)C)CC)OC)C(=O)OC)O.OS(=O)(=O)O. Cell line: RXF 393. Synergy scores: CSS=31.8, Synergy_ZIP=-4.82, Synergy_Bliss=2.13, Synergy_Loewe=3.36, Synergy_HSA=3.25. (5) Drug 1: CN1CCC(CC1)COC2=C(C=C3C(=C2)N=CN=C3NC4=C(C=C(C=C4)Br)F)OC. Drug 2: C1=CC(=CC=C1CCC2=CNC3=C2C(=O)NC(=N3)N)C(=O)NC(CCC(=O)O)C(=O)O. Cell line: T-47D. Synergy scores: CSS=9.35, Synergy_ZIP=-2.73, Synergy_Bliss=1.83, Synergy_Loewe=3.05, Synergy_HSA=3.38. (6) Drug 1: C1CCC(C(C1)N)N.C(=O)(C(=O)[O-])[O-].[Pt+4]. Drug 2: CC1C(C(CC(O1)OC2CC(CC3=C2C(=C4C(=C3O)C(=O)C5=CC=CC=C5C4=O)O)(C(=O)C)O)N)O. Cell line: DU-145. Synergy scores: CSS=40.0, Synergy_ZIP=-5.15, Synergy_Bliss=-6.52, Synergy_Loewe=-22.1, Synergy_HSA=-4.54. (7) Drug 1: C1CN1C2=NC(=NC(=N2)N3CC3)N4CC4. Drug 2: C1CNP(=O)(OC1)N(CCCl)CCCl. Cell line: OVCAR-4. Synergy scores: CSS=6.83, Synergy_ZIP=-2.75, Synergy_Bliss=-1.53, Synergy_Loewe=-6.63, Synergy_HSA=-0.318.